From a dataset of Full USPTO retrosynthesis dataset with 1.9M reactions from patents (1976-2016). Predict the reactants needed to synthesize the given product. The reactants are: [OH:1][CH2:2][C:3]1[CH:4]=[CH:5][C:6]2[S:7][CH2:8][C:9](=[O:13])[NH:10][C:11]=2[N:12]=1. Given the product [O:13]=[C:9]1[CH2:8][S:7][C:6]2[CH:5]=[CH:4][C:3]([CH:2]=[O:1])=[N:12][C:11]=2[NH:10]1, predict the reactants needed to synthesize it.